From a dataset of Reaction yield outcomes from USPTO patents with 853,638 reactions. Predict the reaction yield, written as a fraction of the theoretical maximum amount of product (1.0 means a 100% yield; for example, 0.34 means a 34% yield). (1) The reactants are [H-].[H-].[H-].[H-].[Li+].[Al+3].[CH3:7][C@:8]([S:29]C([C@@]12C(C)(C)C(C)(CC1)C(=O)O2)=O)([CH2:26][CH2:27][CH3:28])[CH2:9][CH2:10][O:11]C(=O)C1C=C([N+]([O-])=O)C=C([N+]([O-])=O)C=1. The catalyst is CCOCC.C1COCC1. The product is [SH:29][C@@:8]([CH3:7])([CH2:26][CH2:27][CH3:28])[CH2:9][CH2:10][OH:11]. The yield is 0.270. (2) The catalyst is C(Cl)Cl.N1C=CC=CC=1. The reactants are [CH2:1]([N:4]1[CH2:7][CH:6]([C:8]2[CH:13]=[CH:12][C:11]([NH2:14])=[CH:10][CH:9]=2)[CH2:5]1)[CH2:2][CH3:3].[Br:15][C:16]1[CH:21]=[CH:20][C:19]([S:22](Cl)(=[O:24])=[O:23])=[CH:18][CH:17]=1. The product is [Br:15][C:16]1[CH:21]=[CH:20][C:19]([S:22]([NH:14][C:11]2[CH:10]=[CH:9][C:8]([CH:6]3[CH2:5][N:4]([CH2:1][CH2:2][CH3:3])[CH2:7]3)=[CH:13][CH:12]=2)(=[O:24])=[O:23])=[CH:18][CH:17]=1. The yield is 0.510. (3) The reactants are [F:1][C:2]1[CH:11]=[C:10]2[C:5]([CH:6]=[CH:7][CH:8]=[N:9]2)=[CH:4][C:3]=1[CH2:12][N:13]1[C:21]2[C:16](=[N:17][CH:18]=[C:19]([C:22](=O)[CH3:23])[N:20]=2)[N:15]=[N:14]1.Cl.[CH3:26][O:27][NH2:28]. No catalyst specified. The product is [CH3:26][O:27]/[N:28]=[C:22](/[C:19]1[N:20]=[C:21]2[N:13]([CH2:12][C:3]3[CH:4]=[C:5]4[C:10](=[CH:11][C:2]=3[F:1])[N:9]=[CH:8][CH:7]=[CH:6]4)[N:14]=[N:15][C:16]2=[N:17][CH:18]=1)\[CH3:23]. The yield is 0.640. (4) The reactants are [Br:1][C:2]1[CH:3]=[C:4]([CH:25]=[CH:26][CH:27]=1)[CH2:5][N:6]1[C:14]2[C:13](=[O:15])[N:12]([CH3:16])[C:11](=[O:17])[N:10]([CH3:18])[C:9]=2[N:8]=[C:7]1SCCOCC.O[O:29][S:30]([O-:32])=O.[K+].[CH2:34]1[CH2:38][O:37][CH2:36][CH2:35]1.O. The catalyst is C(OCC)(=O)C. The product is [Br:1][C:2]1[CH:3]=[C:4]([CH:25]=[CH:26][CH:27]=1)[CH2:5][N:6]1[C:14]2[C:13](=[O:15])[N:12]([CH3:16])[C:11](=[O:17])[N:10]([CH3:18])[C:9]=2[N:8]=[C:7]1[S:30]([CH2:35][CH2:36][O:37][CH2:38][CH3:34])(=[O:32])=[O:29]. The yield is 0.618. (5) The reactants are [NH2:1][C:2]1[CH:7]=[CH:6][CH:5]=[CH:4][C:3]=1[C:8]1[C:9]([C:14]([N:16]2[CH2:21][CH2:20][C:19]([CH2:23][N:24]3[C:29](=[O:30])[C:28]4[CH:31]=[N:32][N:33]([C:34]5[CH:39]=[CH:38][C:37](Br)=[CH:36][CH:35]=5)[C:27]=4[N:26]=[CH:25]3)([OH:22])[CH2:18][CH2:17]2)=[O:15])=[CH:10][CH:11]=[CH:12][CH:13]=1.Br[C:42]1C=CC(N2C3N=CN(CC4(O)CCNCC4)C(=O)C=3C=N2)=C[CH:43]=1.NC1C=CC=CC=1C1C=CC(C(O)=O)=CC=1.C([Sn](CCCC)(CCCC)C#C)CCC.C1(P(C2CCCCC2)C2C=CC=CC=2C2C(C(C)C)=CC(C(C)C)=CC=2C(C)C)CCCCC1. The catalyst is O.O1CCOCC1. The product is [NH2:1][C:2]1[CH:7]=[CH:6][CH:5]=[CH:4][C:3]=1[C:8]1[C:9]([C:14]([N:16]2[CH2:21][CH2:20][C:19]([CH2:23][N:24]3[C:29](=[O:30])[C:28]4[CH:31]=[N:32][N:33]([C:34]5[CH:39]=[CH:38][C:37]([C:42]#[CH:43])=[CH:36][CH:35]=5)[C:27]=4[N:26]=[CH:25]3)([OH:22])[CH2:18][CH2:17]2)=[O:15])=[CH:10][CH:11]=[CH:12][CH:13]=1. The yield is 0.440. (6) The reactants are [C:1]([C:3]1[CH:8]=[CH:7][C:6]([OH:9])=[CH:5][CH:4]=1)#[N:2].C([O-])([O-])=O.[K+].[K+].[Br:16][CH2:17][CH2:18]Br. The catalyst is CC#N. The product is [Br:16][CH2:17][CH2:18][O:9][C:6]1[CH:7]=[CH:8][C:3]([C:1]#[N:2])=[CH:4][CH:5]=1. The yield is 0.450. (7) The reactants are Br[C:2]1[C:10]2[C:9]([CH3:11])=[N:8][CH:7]=[N:6][C:5]=2[N:4]([C@@H:12]2[O:18][C@H:17]([CH2:19][OH:20])[C@@H:15]([OH:16])[C@H:13]2[OH:14])[CH:3]=1.[O:21]1[C:25]2[CH:26]=[CH:27][CH:28]=[CH:29][C:24]=2[CH:23]=[C:22]1B(O)O.C([O-])([O-])=O.[Na+].[Na+].C1C=C(S([O-])(=O)=O)C=C(P(C2C=CC=C(S([O-])(=O)=O)C=2)C2C=CC=C(S([O-])(=O)=O)C=2)C=1.[Na+].[Na+].[Na+].Cl. The catalyst is O.CC#N.CC([O-])=O.CC([O-])=O.[Pd+2].O.CO. The product is [O:21]1[C:25]2[CH:26]=[CH:27][CH:28]=[CH:29][C:24]=2[CH:23]=[C:22]1[C:2]1[C:10]2[C:9]([CH3:11])=[N:8][CH:7]=[N:6][C:5]=2[N:4]([C@@H:12]2[O:18][C@H:17]([CH2:19][OH:20])[C@@H:15]([OH:16])[C@H:13]2[OH:14])[CH:3]=1. The yield is 0.620.